This data is from Reaction yield outcomes from USPTO patents with 853,638 reactions. The task is: Predict the reaction yield, written as a fraction of the theoretical maximum amount of product (1.0 means a 100% yield; for example, 0.34 means a 34% yield). (1) The reactants are [Cl:1][C:2]1[CH:28]=[CH:27][CH:26]=[C:25]([Cl:29])[C:3]=1[C:4]([NH:6][C@H:7]([C:21]([O:23]C)=[O:22])[CH2:8][C:9]1[CH:14]=[CH:13][C:12]([CH:15]2[CH2:20][CH2:19][NH:18][CH2:17][CH2:16]2)=[CH:11][CH:10]=1)=[O:5].C(N(C(C)C)CC)(C)C.[N:39]1[CH:44]=[CH:43][N:42]=[CH:41][C:40]=1[C:45](O)=[O:46].CN(C(ON1N=NC2C=CC=NC1=2)=[N+](C)C)C.F[P-](F)(F)(F)(F)F. The catalyst is CN(C=O)C. The product is [Cl:1][C:2]1[CH:28]=[CH:27][CH:26]=[C:25]([Cl:29])[C:3]=1[C:4]([NH:6][C@H:7]([C:21]([OH:23])=[O:22])[CH2:8][C:9]1[CH:10]=[CH:11][C:12]([CH:15]2[CH2:16][CH2:17][N:18]([C:45]([C:40]3[CH:41]=[N:42][CH:43]=[CH:44][N:39]=3)=[O:46])[CH2:19][CH2:20]2)=[CH:13][CH:14]=1)=[O:5]. The yield is 0.340. (2) The reactants are [CH2:1]([O:5][CH:6]1[C:15]2[C:10](=[CH:11][CH:12]=[CH:13][CH:14]=2)[C:9](=[O:16])[N:8]([CH2:17][CH:18]2[CH2:20][CH2:19]2)[C:7]1(/[CH:30]=[CH:31]/[C:32]([O:34]CC)=[O:33])[CH2:21][NH:22][C:23]([O:25][C:26]([CH3:29])([CH3:28])[CH3:27])=[O:24])[CH2:2][CH2:3][CH3:4].[OH-].[Na+].O.Cl. The catalyst is O1CCCC1.C(O)C. The product is [CH2:1]([O:5][CH:6]1[C:15]2[C:10](=[CH:11][CH:12]=[CH:13][CH:14]=2)[C:9](=[O:16])[N:8]([CH2:17][CH:18]2[CH2:20][CH2:19]2)[C:7]1(/[CH:30]=[CH:31]/[C:32]([OH:34])=[O:33])[CH2:21][NH:22][C:23]([O:25][C:26]([CH3:27])([CH3:28])[CH3:29])=[O:24])[CH2:2][CH2:3][CH3:4]. The yield is 0.979. (3) The reactants are [C:1]([NH:4][CH2:5][CH2:6][CH2:7][S:8]([O:11][CH2:12][C:13]([CH3:36])([CH3:35])[C@@H:14]([O:27]CC1C=CC=CC=1)[C:15]([O:17][CH2:18][CH2:19][O:20][C:21]([O:23][CH:24]([CH3:26])[CH3:25])=[O:22])=[O:16])(=[O:10])=[O:9])(=[O:3])[CH3:2].Cl. The catalyst is [Pd].CO. The product is [C:1]([NH:4][CH2:5][CH2:6][CH2:7][S:8]([O:11][CH2:12][C:13]([CH3:35])([CH3:36])[C@@H:14]([OH:27])[C:15]([O:17][CH2:18][CH2:19][O:20][C:21]([O:23][CH:24]([CH3:25])[CH3:26])=[O:22])=[O:16])(=[O:9])=[O:10])(=[O:3])[CH3:2]. The yield is 0.930. (4) The reactants are [CH3:1][C:2]([O:5][C:6]([N:8]1[CH2:13][CH2:12][CH2:11][CH2:10][C@H:9]1[C:14]([OH:16])=O)=[O:7])([CH3:4])[CH3:3].CN(C(ON1N=NC2C=CC=NC1=2)=[N+](C)C)C.F[P-](F)(F)(F)(F)F.CN1CCOCC1.[N:48]1([C:57](=[O:66])/[CH:58]=[CH:59]/[C@@H:60]([NH2:65])[CH2:61][CH:62]([CH3:64])[CH3:63])[C:56]2[C:51](=[CH:52][CH:53]=[CH:54][CH:55]=2)[CH2:50][CH2:49]1. The catalyst is CN(C=O)C.C(Cl)Cl. The product is [N:48]1([C:57](=[O:66])/[CH:58]=[CH:59]/[C@@H:60]([NH:65][C:14]([C@@H:9]2[CH2:10][CH2:11][CH2:12][CH2:13][N:8]2[C:6]([O:5][C:2]([CH3:1])([CH3:3])[CH3:4])=[O:7])=[O:16])[CH2:61][CH:62]([CH3:64])[CH3:63])[C:56]2[C:51](=[CH:52][CH:53]=[CH:54][CH:55]=2)[CH2:50][CH2:49]1. The yield is 0.840. (5) The reactants are [Cl:1][C:2]1[CH:3]=[C:4]2[C:8](=[CH:9][CH:10]=1)[NH:7][CH:6]=[C:5]2[CH2:11][CH2:12][NH:13][C:14](=[O:23])[C:15]1[CH:20]=[CH:19][CH:18]=[C:17]([CH2:21]Cl)[CH:16]=1.[F:24][C:25]1[CH:30]=[CH:29][CH:28]=[CH:27][C:26]=1B(O)O.C(=O)([O-])[O-].[Na+].[Na+].[I-].[Na+]. The catalyst is C(COC)OC.O.C1C=CC([P]([Pd]([P](C2C=CC=CC=2)(C2C=CC=CC=2)C2C=CC=CC=2)([P](C2C=CC=CC=2)(C2C=CC=CC=2)C2C=CC=CC=2)[P](C2C=CC=CC=2)(C2C=CC=CC=2)C2C=CC=CC=2)(C2C=CC=CC=2)C2C=CC=CC=2)=CC=1. The product is [Cl:1][C:2]1[CH:3]=[C:4]2[C:8](=[CH:9][CH:10]=1)[NH:7][CH:6]=[C:5]2[CH2:11][CH2:12][NH:13][C:14](=[O:23])[C:15]1[CH:20]=[CH:19][CH:18]=[C:17]([CH2:21][C:26]2[CH:27]=[CH:28][CH:29]=[CH:30][C:25]=2[F:24])[CH:16]=1. The yield is 0.510. (6) The reactants are C([Sn](CCCC)(CCCC)[C:6]1[N:11]=[CH:10][CH:9]=[CH:8][N:7]=1)CCC.C([Li])CCC.[CH3:25][N:26]([CH2:34][CH2:35][CH:36]=[O:37])[C:27](=[O:33])[O:28][C:29]([CH3:32])([CH3:31])[CH3:30].[Cl-].[NH4+]. The catalyst is O1CCCC1. The product is [OH:37][CH:36]([C:6]1[N:7]=[CH:8][CH:9]=[CH:10][N:11]=1)[CH2:35][CH2:34][N:26]([CH3:25])[C:27](=[O:33])[O:28][C:29]([CH3:30])([CH3:32])[CH3:31]. The yield is 0.430. (7) The reactants are Br[C:2]1[CH:3]=[CH:4][C:5]([O:24][CH3:25])=[C:6]([S:8]([N:11]2[CH2:16][CH2:15][N:14]([C:17]([O:19][C:20]([CH3:23])([CH3:22])[CH3:21])=[O:18])[CH2:13][CH2:12]2)(=[O:10])=[O:9])[CH:7]=1.[B:26]1([B:26]2[O:30][C:29]([CH3:32])([CH3:31])[C:28]([CH3:34])([CH3:33])[O:27]2)[O:30][C:29]([CH3:32])([CH3:31])[C:28]([CH3:34])([CH3:33])[O:27]1.C([O-])(=O)C.[K+]. The catalyst is O1CCOCC1.C1C=CC(P(C2C=CC=CC=2)[C-]2C=CC=C2)=CC=1.C1C=CC(P(C2C=CC=CC=2)[C-]2C=CC=C2)=CC=1.Cl[Pd]Cl.[Fe+2]. The product is [CH3:25][O:24][C:5]1[CH:4]=[CH:3][C:2]([B:26]2[O:30][C:29]([CH3:32])([CH3:31])[C:28]([CH3:34])([CH3:33])[O:27]2)=[CH:7][C:6]=1[S:8]([N:11]1[CH2:16][CH2:15][N:14]([C:17]([O:19][C:20]([CH3:23])([CH3:22])[CH3:21])=[O:18])[CH2:13][CH2:12]1)(=[O:10])=[O:9]. The yield is 0.680. (8) The reactants are [F:1][C:2]([CH:14]1[CH2:19][CH2:18][N:17]([C:20]([NH:22][C:23]2[CH:24]=[N:25][N:26](C(OC(C)(C)C)=O)[CH:27]=2)=[O:21])[CH2:16][CH2:15]1)([S:4]([C:7]1[CH:12]=[CH:11][CH:10]=[C:9]([F:13])[CH:8]=1)(=[O:6])=[O:5])[CH3:3]. The catalyst is C(Cl)Cl. The product is [F:1][C:2]([CH:14]1[CH2:19][CH2:18][N:17]([C:20]([NH:22][C:23]2[CH:27]=[N:26][NH:25][CH:24]=2)=[O:21])[CH2:16][CH2:15]1)([S:4]([C:7]1[CH:12]=[CH:11][CH:10]=[C:9]([F:13])[CH:8]=1)(=[O:5])=[O:6])[CH3:3]. The yield is 0.700. (9) The reactants are [Br:1][C:2]1[CH:3]=[C:4]([CH:6]=[CH:7][CH:8]=1)[NH2:5].[F:9][B-:10]([F:13])([F:12])[F:11].[Li+].[N:15]([O-])=O.[Na+]. The catalyst is Cl.O. The product is [F:9][B-:10]([F:13])([F:12])[F:11].[Br:1][C:2]1[CH:3]=[C:4]([N+:5]#[N:15])[CH:6]=[CH:7][CH:8]=1. The yield is 0.930. (10) The product is [CH3:9][C:10]([C:2]1[CH:7]=[C:6]([CH3:8])[CH:5]=[CH:4][N:3]=1)([CH3:13])[C:11]#[N:12]. The catalyst is C1(C)C=CC=CC=1. The yield is 0.600. The reactants are F[C:2]1[CH:7]=[C:6]([CH3:8])[CH:5]=[CH:4][N:3]=1.[CH3:9][CH:10]([CH3:13])[C:11]#[N:12].C[Si](C)(C)[N-][Si](C)(C)C.[K+].